Predict which catalyst facilitates the given reaction. From a dataset of Catalyst prediction with 721,799 reactions and 888 catalyst types from USPTO. (1) Product: [ClH:22].[Br:1][C:2]1[CH:3]=[CH:4][C:5]([CH2:6][NH:7][C@H:14]([CH:16]2[CH2:17][CH2:18][CH2:19]2)[CH3:15])=[CH:20][CH:21]=1. The catalyst class is: 5. Reactant: [Br:1][C:2]1[CH:21]=[CH:20][C:5]([CH2:6][N:7]([C@H:14]([CH:16]2[CH2:19][CH2:18][CH2:17]2)[CH3:15])S(C(C)(C)C)=O)=[CH:4][CH:3]=1.[ClH:22]. (2) Reactant: [Cl:1][C:2]1[CH:10]=[CH:9][CH:8]=[C:7]2[C:3]=1[C:4]([C:14]([OH:16])=[O:15])=[CH:5][N:6]2[CH2:11][CH2:12][OH:13].[C:17](=O)([O-])[O-].[K+].[K+].IC. Product: [Cl:1][C:2]1[CH:10]=[CH:9][CH:8]=[C:7]2[C:3]=1[C:4]([C:14]([O:16][CH3:17])=[O:15])=[CH:5][N:6]2[CH2:11][CH2:12][OH:13]. The catalyst class is: 3. (3) Reactant: C([O:4][C@H:5]1[C@H:11]([O:12]C(=O)C)[C@@H:10]([O:16]C(=O)C)[C@:9]2([C:21]3[CH:26]=[CH:25][C:24]([Cl:27])=[C:23]([CH2:28][C:29]4[CH:34]=[CH:33][C:32]([O:35][C:36]5[C:40](=[N:41][O:42][CH3:43])[CH2:39][CH2:38][CH:37]=5)=[CH:31][CH:30]=4)[CH:22]=3)[O:20][C@@:6]1([CH2:44][O:45]C(=O)C)[CH2:7][O:8]2)(=O)C.C1COCC1.O.O[Li].O. Product: [CH3:43][O:42][N:41]=[C:40]1[CH2:39][CH2:38][CH:37]=[C:36]1[O:35][C:32]1[CH:33]=[CH:34][C:29]([CH2:28][C:23]2[CH:22]=[C:21]([C@@:9]34[O:20][C@@:6]([CH2:44][OH:45])([CH2:7][O:8]3)[C@@H:5]([OH:4])[C@H:11]([OH:12])[C@H:10]4[OH:16])[CH:26]=[CH:25][C:24]=2[Cl:27])=[CH:30][CH:31]=1. The catalyst class is: 5.